This data is from Forward reaction prediction with 1.9M reactions from USPTO patents (1976-2016). The task is: Predict the product of the given reaction. (1) The product is: [Cl:40][C:24]1[CH:25]=[C:26]([C:29]2[CH:34]=[CH:33][CH:32]=[CH:31][C:30]=2[CH2:35][CH2:36][CH2:37][O:38][CH3:39])[CH:27]=[CH:28][C:23]=1[C@H:11]1[C@H:10]([C:9]2[C:4]3[N:3]=[CH:2][NH:1][C:5]=3[CH:6]=[CH:7][CH:8]=2)[CH2:15][CH2:14][NH:13][CH2:12]1. Given the reactants [NH:1]1[C:5]2[CH:6]=[CH:7][CH:8]=[C:9]([C@@H:10]3[CH2:15][CH2:14][N:13](C(OC(C)(C)C)=O)[CH2:12][C@H:11]3[C:23]3[CH:28]=[CH:27][C:26]([C:29]4[CH:34]=[CH:33][CH:32]=[CH:31][C:30]=4[CH2:35][CH2:36][CH2:37][O:38][CH3:39])=[CH:25][C:24]=3[Cl:40])[C:4]=2[N:3]=[CH:2]1.C(Cl)Cl, predict the reaction product. (2) Given the reactants [NH2:1][C:2]1[S:6][N:5]=[C:4]([CH3:7])[C:3]=1[C:8]([NH:10][C:11]1[CH:16]=[CH:15][C:14]([Cl:17])=[C:13]([F:18])[CH:12]=1)=[O:9].Cl[C:20]1[CH:25]=[N:24][CH:23]=[CH:22][N:21]=1.C(=O)([O-])[O-].[Cs+].[Cs+].CC1(C)C2C(=C(P(C3C=CC=CC=3)C3C=CC=CC=3)C=CC=2)OC2C(P(C3C=CC=CC=3)C3C=CC=CC=3)=CC=CC1=2, predict the reaction product. The product is: [Cl:17][C:14]1[CH:15]=[CH:16][C:11]([NH:10][C:8]([C:3]2[C:4]([CH3:7])=[N:5][S:6][C:2]=2[NH:1][C:20]2[CH:25]=[N:24][CH:23]=[CH:22][N:21]=2)=[O:9])=[CH:12][C:13]=1[F:18]. (3) Given the reactants [F:1][C:2]1[CH:8]=[CH:7][C:5]([NH2:6])=[CH:4][CH:3]=1.F[B-](F)(F)F.[Cl:14][C:15]1[CH:16]=[C:17]([N+]#N)[CH:18]=[CH:19][C:20]=1[Cl:21].O, predict the reaction product. The product is: [Cl:14][C:15]1[CH:16]=[C:17]([C:7]2[C:5]([NH2:6])=[CH:4][CH:3]=[C:2]([F:1])[CH:8]=2)[CH:18]=[CH:19][C:20]=1[Cl:21]. (4) Given the reactants [F:1][C:2]1[CH:10]=[CH:9][CH:8]=[C:7]([F:11])[C:3]=1[C:4](Cl)=[O:5].[CH3:12][CH2:13][OH:14].N1C=CC=CC=1, predict the reaction product. The product is: [F:1][C:2]1[CH:10]=[CH:9][CH:8]=[C:7]([F:11])[C:3]=1[C:4]([O:14][CH2:13][CH3:12])=[O:5]. (5) Given the reactants [CH2:1]([Mg]Br)[CH3:2].[CH2:5]([N:12]([CH2:19][C:20]1[CH:25]=[CH:24][CH:23]=[CH:22][CH:21]=1)[CH2:13][C:14]([O:16]CC)=O)[C:6]1[CH:11]=[CH:10][CH:9]=[CH:8][CH:7]=1.[Cl-].[NH4+], predict the reaction product. The product is: [CH2:19]([N:12]([CH2:13][C:14]1([OH:16])[CH2:2][CH2:1]1)[CH2:5][C:6]1[CH:7]=[CH:8][CH:9]=[CH:10][CH:11]=1)[C:20]1[CH:21]=[CH:22][CH:23]=[CH:24][CH:25]=1. (6) Given the reactants Br[C:2]1[CH:24]=[CH:23][C:5]2[C:6]3[N:7]=[C:8]([C:14]4[N:18]([CH:19]([CH3:21])[CH3:20])[N:17]=[C:16]([NH2:22])[N:15]=4)[S:9][C:10]=3[CH2:11][CH2:12][O:13][C:4]=2[CH:3]=1.[CH3:25][C:26]([OH:43])([CH3:42])[CH2:27][N:28]1[CH:32]=[C:31](B2OC(C)(C)C(C)(C)O2)[CH:30]=[N:29]1, predict the reaction product. The product is: [NH2:22][C:16]1[N:15]=[C:14]([C:8]2[S:9][C:10]3[CH2:11][CH2:12][O:13][C:4]4[CH:3]=[C:2]([C:31]5[CH:30]=[N:29][N:28]([CH2:27][C:26]([CH3:42])([OH:43])[CH3:25])[CH:32]=5)[CH:24]=[CH:23][C:5]=4[C:6]=3[N:7]=2)[N:18]([CH:19]([CH3:21])[CH3:20])[N:17]=1. (7) Given the reactants C(NCC1C=CC=CC=1N1C(C(O)=O)=CC(C(F)(F)F)=N1)(OC(C)(C)C)=O.[C:28]([C:30]1[CH:35]=[CH:34][CH:33]=[CH:32][C:31]=1[N:36]1[C:40]([C:41]2[O:42][CH:43]=[CH:44][CH:45]=2)=[CH:39][C:38]([C:46]([F:49])([F:48])[F:47])=[N:37]1)#[N:29].[BH4-].[Na+].Cl.[OH-].[Na+], predict the reaction product. The product is: [NH2:29][CH2:28][C:30]1[CH:35]=[CH:34][CH:33]=[CH:32][C:31]=1[N:36]1[C:40]([C:41]2[O:42][CH:43]=[CH:44][CH:45]=2)=[CH:39][C:38]([C:46]([F:49])([F:48])[F:47])=[N:37]1. (8) Given the reactants [F:1][C:2]1[CH:11]=[CH:10][C:5]([C:6]([O:8][CH3:9])=[O:7])=[CH:4][C:3]=1[N+:12]([O-])=O, predict the reaction product. The product is: [F:1][C:2]1[CH:11]=[CH:10][C:5]([C:6]([O:8][CH3:9])=[O:7])=[CH:4][C:3]=1[NH2:12]. (9) Given the reactants ClC1C=CC(SCCCCCCCC(O)=O)=CC=1.[CH3:19][O:20][C:21]1[CH:26]=[CH:25][CH:24]=[CH:23][C:22]=1[SH:27].Br[CH2:29][C:30]1[CH:35]=[CH:34][C:33]([CH2:36][C:37]([OH:39])=[O:38])=[CH:32][CH:31]=1.[OH-].[K+], predict the reaction product. The product is: [CH3:19][O:20][C:21]1[CH:26]=[CH:25][CH:24]=[CH:23][C:22]=1[S:27][CH2:29][C:30]1[CH:31]=[CH:32][C:33]([CH2:36][C:37]([OH:39])=[O:38])=[CH:34][CH:35]=1. (10) Given the reactants CC([S@]([NH:7][C@H:8]1[C:17]2[C:12](=[C:13]([O:18][CH2:19][C:20]([F:23])([F:22])[F:21])[CH:14]=[CH:15][CH:16]=2)[CH2:11][CH2:10][CH2:9]1)=O)(C)C, predict the reaction product. The product is: [F:21][C:20]([F:22])([F:23])[CH2:19][O:18][C:13]1[CH:14]=[CH:15][CH:16]=[C:17]2[C:12]=1[CH2:11][CH2:10][CH2:9][C@H:8]2[NH2:7].